Dataset: Catalyst prediction with 721,799 reactions and 888 catalyst types from USPTO. Task: Predict which catalyst facilitates the given reaction. (1) Reactant: [NH2:1][CH2:2][CH2:3][NH:4]CCC[SiH3].[CH2:9]([O:13][CH2:14][NH:15][C:16](=[O:19])[CH:17]=[CH2:18])[CH2:10][CH2:11][CH3:12].C(#N)C. Product: [CH2:9]([O:13][CH2:14][NH:15][C:16](=[O:19])[CH:17]=[CH2:18])[CH2:10][CH2:11][CH3:12].[CH2:3]([NH2:4])[CH2:2][NH2:1]. The catalyst class is: 6. (2) Reactant: [CH3:1][CH:2]1[NH:8][CH2:7][C:6]2[CH:9]=[CH:10][C:11]([N:13]3[CH2:18][CH2:17][N:16]([C:19]([O:21][C:22]([CH3:25])([CH3:24])[CH3:23])=[O:20])[CH2:15][CH2:14]3)=[N:12][C:5]=2[O:4][CH2:3]1.C=O.[BH-](OC(C)=O)(OC(C)=O)O[C:30](C)=O.[Na+].O. Product: [CH3:1][CH:2]1[N:8]([CH3:30])[CH2:7][C:6]2[CH:9]=[CH:10][C:11]([N:13]3[CH2:18][CH2:17][N:16]([C:19]([O:21][C:22]([CH3:24])([CH3:23])[CH3:25])=[O:20])[CH2:15][CH2:14]3)=[N:12][C:5]=2[O:4][CH2:3]1. The catalyst class is: 699. (3) Reactant: [CH2:1]([NH2:5])[CH2:2][CH2:3][CH3:4].OC1C=CC=CN=1.[C:13]([O:17][C:18](=[O:48])[NH:19][C@H:20]([C@@H:39]1[CH2:43][C@@H:42]([CH:44]([CH3:46])[CH3:45])[C:41](=[O:47])[O:40]1)[CH2:21][N:22]1[CH2:27][C:26](=[O:28])[N:25]([C:29]2[CH:34]=[C:33]([F:35])[CH:32]=[CH:31][C:30]=2[Cl:36])[CH2:24][C:23]1([CH3:38])[CH3:37])([CH3:16])([CH3:15])[CH3:14]. Product: [C:13]([O:17][C:18](=[O:48])[NH:19][C@@H:20]([CH2:21][N:22]1[CH2:27][C:26](=[O:28])[N:25]([C:29]2[CH:34]=[C:33]([F:35])[CH:32]=[CH:31][C:30]=2[Cl:36])[CH2:24][C:23]1([CH3:38])[CH3:37])[C@@H:39]([OH:40])[CH2:43][C@H:42]([C:41](=[O:47])[NH:5][CH2:1][CH2:2][CH2:3][CH3:4])[CH:44]([CH3:45])[CH3:46])([CH3:14])([CH3:15])[CH3:16]. The catalyst class is: 6. (4) Reactant: F[C:2]1[CH:11]=[CH:10][C:9]([S:12](=[O:15])(=[O:14])[NH2:13])=[CH:8][C:3]=1[C:4]([O:6][CH3:7])=[O:5].[CH3:16][C:17]1[CH:18]=[C:19]([OH:25])[CH:20]=[CH:21][C:22]=1[S:23][CH3:24].C(=O)([O-])[O-].[K+].[K+].Cl. Product: [CH3:16][C:17]1[CH:18]=[C:19]([CH:20]=[CH:21][C:22]=1[S:23][CH3:24])[O:25][C:2]1[CH:11]=[CH:10][C:9]([S:12](=[O:15])(=[O:14])[NH2:13])=[CH:8][C:3]=1[C:4]([O:6][CH3:7])=[O:5]. The catalyst class is: 3.